Dataset: Full USPTO retrosynthesis dataset with 1.9M reactions from patents (1976-2016). Task: Predict the reactants needed to synthesize the given product. (1) Given the product [CH2:16]([C:13]1[C:12]([O:18][C:19]2[CH:26]=[C:23]([C:24]#[N:25])[CH:22]=[C:21]([CH:20]=2)[C:27]#[N:28])=[C:11]([CH2:10][CH2:9][OH:8])[NH:15][N:14]=1)[CH3:17], predict the reactants needed to synthesize it. The reactants are: C([O:8][CH2:9][CH2:10][C:11]1[NH:15][N:14]=[C:13]([CH2:16][CH3:17])[C:12]=1[O:18][C:19]1[CH:20]=[C:21]([C:27]#[N:28])[CH:22]=[C:23]([CH:26]=1)[C:24]#[N:25])C1C=CC=CC=1. (2) Given the product [Cl:8][C:9]1[CH:10]=[C:11]([C:12]2[O:6][N:5]=[C:3]([CH:2]([OH:1])[CH3:7])[N:4]=2)[CH:15]=[CH:16][CH:17]=1, predict the reactants needed to synthesize it. The reactants are: [OH:1][CH:2]([CH3:7])[C:3]([NH:5][OH:6])=[NH:4].[Cl:8][C:9]1[CH:10]=[C:11]([CH:15]=[CH:16][CH:17]=1)[C:12](Cl)=O. (3) The reactants are: [N:1]1[CH:6]=[CH:5][C:4]([C:7]2[CH:16]=[C:15]([C:17]([NH:19][CH2:20][C@H:21]3[CH2:26][CH2:25][C@H:24]([CH2:27][NH:28][C:29](=[O:35])[O:30][C:31]([CH3:34])([CH3:33])[CH3:32])[CH2:23][CH2:22]3)=[O:18])[C:14]3[C:9](=[CH:10][CH:11]=[CH:12][CH:13]=3)[N:8]=2)=[CH:3][CH:2]=1.C1C=C(Cl)C=C(C(OO)=[O:44])C=1. Given the product [O-:44][N+:1]1[CH:6]=[CH:5][C:4]([C:7]2[CH:16]=[C:15]([C:17]([NH:19][CH2:20][C@H:21]3[CH2:22][CH2:23][C@H:24]([CH2:27][NH:28][C:29](=[O:35])[O:30][C:31]([CH3:32])([CH3:34])[CH3:33])[CH2:25][CH2:26]3)=[O:18])[C:14]3[C:9](=[CH:10][CH:11]=[CH:12][CH:13]=3)[N:8]=2)=[CH:3][CH:2]=1, predict the reactants needed to synthesize it. (4) Given the product [N:16]1[O:20][N:19]=[C:18]2[C:21]([CH2:25][NH:7][CH2:6][C:5]3[CH:8]=[CH:9][C:10]([C:11]4[O:15][CH:14]=[N:13][CH:12]=4)=[C:3]([O:2][CH3:1])[CH:4]=3)=[CH:22][CH:23]=[CH:24][C:17]=12, predict the reactants needed to synthesize it. The reactants are: [CH3:1][O:2][C:3]1[CH:4]=[C:5]([CH:8]=[CH:9][C:10]=1[C:11]1[O:15][CH:14]=[N:13][CH:12]=1)[CH2:6][NH2:7].[N:16]1[O:20][N:19]=[C:18]2[C:21]([CH:25]=O)=[CH:22][CH:23]=[CH:24][C:17]=12. (5) Given the product [O:26]1[C:27]2[CH:33]=[CH:32][CH:31]=[CH:30][C:28]=2[N:29]=[C:25]1[C@@H:21]1[CH2:22][CH2:23][CH2:24][N:20]1[C:14]([C@H:13]([CH2:17][CH2:18][CH3:19])[CH2:12][N:9]([OH:8])[CH:10]=[O:11])=[O:15], predict the reactants needed to synthesize it. The reactants are: C([O:8][N:9]([CH2:12][C@@H:13]([CH2:17][CH2:18][CH3:19])[C:14](O)=[O:15])[CH:10]=[O:11])C1C=CC=CC=1.[NH:20]1[CH2:24][CH2:23][CH2:22][C@H:21]1[C:25]1[O:26][C:27]2[CH:33]=[CH:32][CH:31]=[CH:30][C:28]=2[N:29]=1. (6) Given the product [CH3:15][C:16]([S@:19]([NH:21][CH:10]([C:7]1[CH:8]=[CH:9][C:4]([O:3][C:2]([F:14])([F:13])[F:1])=[CH:5][CH:6]=1)[CH3:11])=[O:20])([CH3:18])[CH3:17], predict the reactants needed to synthesize it. The reactants are: [F:1][C:2]([F:14])([F:13])[O:3][C:4]1[CH:9]=[CH:8][C:7]([C:10](=O)[CH3:11])=[CH:6][CH:5]=1.[CH3:15][C:16]([S@:19]([NH2:21])=[O:20])([CH3:18])[CH3:17].